Dataset: Catalyst prediction with 721,799 reactions and 888 catalyst types from USPTO. Task: Predict which catalyst facilitates the given reaction. (1) Reactant: C([O:5][C:6](=[O:18])[CH2:7][CH2:8][CH2:9][CH2:10][NH:11][C:12]1[N:17]=[CH:16][CH:15]=[CH:14][N:13]=1)(C)(C)C.[F:19][C:20]([F:25])([F:24])[C:21]([OH:23])=[O:22]. Product: [F:19][C:20]([F:25])([F:24])[C:21]([OH:23])=[O:22].[N:13]1[CH:14]=[CH:15][CH:16]=[N:17][C:12]=1[NH:11][CH2:10][CH2:9][CH2:8][CH2:7][C:6]([OH:18])=[O:5]. The catalyst class is: 2. (2) Reactant: [F:1][C:2]1[CH:3]=[C:4]([CH:16]=[CH:17][CH:18]=1)[O:5][C@@H:6]([C:10]1[CH:15]=[CH:14][CH:13]=[CH:12][CH:11]=1)[CH2:7][CH2:8]Cl.[NH4+:19].[OH-].CCO.C(O)(=O)/C=C\C(O)=O. Product: [F:1][C:2]1[CH:3]=[C:4]([CH:16]=[CH:17][CH:18]=1)[O:5][C@@H:6]([C:10]1[CH:15]=[CH:14][CH:13]=[CH:12][CH:11]=1)[CH2:7][CH2:8][NH2:19]. The catalyst class is: 25. (3) Reactant: [CH3:1][O:2][C:3](/[CH:5]=[CH:6]/[C:7]([O:9][CH2:10][C:11]([OH:13])=O)=[O:8])=[O:4].C(Cl)(=O)C(Cl)=O.CN(C)C=O.[C:25]([O:29][C:30](=[O:33])[CH2:31][NH2:32])([CH3:28])([CH3:27])[CH3:26]. Product: [C:7]([O:9][CH2:10][C:11](=[O:13])[NH:32][CH2:31][C:30]([O:29][C:25]([CH3:28])([CH3:27])[CH3:26])=[O:33])(=[O:8])/[CH:6]=[CH:5]/[C:3]([O:2][CH3:1])=[O:4]. The catalyst class is: 154.